Predict the product of the given reaction. From a dataset of Forward reaction prediction with 1.9M reactions from USPTO patents (1976-2016). (1) Given the reactants [CH2:1]([N:3]([CH2:30][CH3:31])[C:4]1[CH:9]=[CH:8][C:7]([NH:10][C:11]([C:13]2[C:14]([C:22]3[C:27]([Cl:28])=[CH:26][CH:25]=[CH:24][C:23]=3[Cl:29])=[N:15][O:16][C:17]=2[CH2:18][CH2:19][CH:20]=[O:21])=[O:12])=[CH:6][CH:5]=1)[CH3:2].[BH4-].[Na+].Cl.O, predict the reaction product. The product is: [Cl:29][C:23]1[CH:24]=[CH:25][CH:26]=[C:27]([Cl:28])[C:22]=1[C:14]1[C:13]([C:11]([NH:10][C:7]2[CH:8]=[CH:9][C:4]([N:3]([CH2:30][CH3:31])[CH2:1][CH3:2])=[CH:5][CH:6]=2)=[O:12])=[C:17]([CH2:18][CH2:19][CH2:20][OH:21])[O:16][N:15]=1. (2) Given the reactants [O:1]=[C:2]1[C:6]2([CH2:11][CH2:10][NH:9][CH2:8][CH2:7]2)[N:5]([C:12]2[CH:17]=[CH:16][CH:15]=[CH:14][CH:13]=2)[CH2:4][N:3]1[CH2:18][C:19]1[CH:20]=[C:21]([CH:26]=[CH:27][CH:28]=1)[C:22]([O:24][CH3:25])=[O:23].I[CH2:30][CH2:31][CH2:32][N:33]1[C:37]2[CH:38]=[CH:39][CH:40]=[CH:41][C:36]=2[N:35]([CH3:42])[C:34]1=[O:43].C(=O)([O-])[O-].[K+].[K+].C(OCC)(=O)C, predict the reaction product. The product is: [CH3:42][N:35]1[C:36]2[CH:41]=[CH:40][CH:39]=[CH:38][C:37]=2[N:33]([CH2:32][CH2:31][CH2:30][N:9]2[CH2:10][CH2:11][C:6]3([N:5]([C:12]4[CH:13]=[CH:14][CH:15]=[CH:16][CH:17]=4)[CH2:4][N:3]([CH2:18][C:19]4[CH:20]=[C:21]([CH:26]=[CH:27][CH:28]=4)[C:22]([O:24][CH3:25])=[O:23])[C:2]3=[O:1])[CH2:7][CH2:8]2)[C:34]1=[O:43].